This data is from Reaction yield outcomes from USPTO patents with 853,638 reactions. The task is: Predict the reaction yield, written as a fraction of the theoretical maximum amount of product (1.0 means a 100% yield; for example, 0.34 means a 34% yield). (1) The reactants are [F:1][C:2]1[CH:7]=[C:6]([O:8][C:9]2[CH:14]=[CH:13][N:12]=[C:11]([NH:15][C:16](=[O:20])[CH2:17]OC)[CH:10]=2)[C:5]([F:21])=[CH:4][C:3]=1[NH:22][C:23]([C:25]1([C:28]([NH:30][C:31]2[CH:36]=[CH:35][C:34]([F:37])=[CH:33][CH:32]=2)=[O:29])[CH2:27][CH2:26]1)=[O:24].[C:38](CC(O)=O)#[N:39].CN(C(ON1N=NC2C=CC=NC1=2)=[N+](C)C)C.F[P-](F)(F)(F)(F)F.CCN(C(C)C)C(C)C. The catalyst is CN(C=O)C.C(OCC)(=O)C.O. The product is [C:38]([CH2:17][C:16]([NH:15][C:11]1[CH:10]=[C:9]([O:8][C:6]2[C:5]([F:21])=[CH:4][C:3]([NH:22][C:23]([C:25]3([C:28]([NH:30][C:31]4[CH:36]=[CH:35][C:34]([F:37])=[CH:33][CH:32]=4)=[O:29])[CH2:27][CH2:26]3)=[O:24])=[C:2]([F:1])[CH:7]=2)[CH:14]=[CH:13][N:12]=1)=[O:20])#[N:39]. The yield is 0.645. (2) The reactants are [NH2:1][C:2]1[N:6]([C@@H:7]2[O:13][C@H:12]([CH2:14][OH:15])[C@@H:10]([OH:11])[C@H:8]2[OH:9])[CH:5]=[N:4][C:3]=1[C:16]([NH2:18])=[O:17].C1(N=[C:26]=[S:27])C=CC=CC=1. The catalyst is N1C=CC=CC=1. The product is [SH:27][C:26]1[N:18]=[C:16]([OH:17])[C:3]2[N:4]=[CH:5][N:6]([C:2]=2[N:1]=1)[C@@H:7]1[O:13][C@H:12]([CH2:14][OH:15])[C@@H:10]([OH:11])[C@H:8]1[OH:9]. The yield is 0.800. (3) The reactants are [Br:1][C:2]1[CH:10]=[C:6]([C:7]([OH:9])=O)[C:5]([OH:11])=[CH:4][CH:3]=1.[CH3:12][O:13][C:14]1[CH:20]=[CH:19][C:18]([C:21]([F:24])([F:23])[F:22])=[CH:17][C:15]=1[NH2:16]. No catalyst specified. The product is [Br:1][C:2]1[CH:3]=[CH:4][C:5]([OH:11])=[C:6]([CH:10]=1)[C:7]([NH:16][C:15]1[CH:17]=[C:18]([C:21]([F:23])([F:24])[F:22])[CH:19]=[CH:20][C:14]=1[O:13][CH3:12])=[O:9]. The yield is 0.713.